Predict the product of the given reaction. From a dataset of Forward reaction prediction with 1.9M reactions from USPTO patents (1976-2016). Given the reactants [F:1][C:2]1[CH:3]=[CH:4][C:5]([N+:15]([O-])=O)=[C:6]([NH:8][C:9]2[N:14]=[CH:13][CH:12]=[CH:11][N:10]=2)[CH:7]=1, predict the reaction product. The product is: [F:1][C:2]1[CH:7]=[C:6]([NH:8][C:9]2[N:10]=[CH:11][CH:12]=[CH:13][N:14]=2)[C:5]([NH2:15])=[CH:4][CH:3]=1.